From a dataset of Full USPTO retrosynthesis dataset with 1.9M reactions from patents (1976-2016). Predict the reactants needed to synthesize the given product. (1) Given the product [CH2:12]([CH:6]1[C:5]2[C:10](=[CH:11][C:2]([NH:1][C:17]([NH2:18])=[O:16])=[CH:3][CH:4]=2)[C:8](=[O:9])[O:7]1)[CH2:13][CH2:14][CH3:15], predict the reactants needed to synthesize it. The reactants are: [NH2:1][C:2]1[CH:11]=[C:10]2[C:5]([CH:6]([CH2:12][CH2:13][CH2:14][CH3:15])[O:7][C:8]2=[O:9])=[CH:4][CH:3]=1.[O-:16][C:17]#[N:18].[K+]. (2) Given the product [F:22][C:23]1[CH:28]=[CH:27][C:26]([C:2]2[C:6]([C:7]([N:9]([O:11][CH3:12])[CH3:10])=[O:8])=[CH:5][N:4]([CH2:13][C:14]3[CH:19]=[CH:18][C:17]([O:20][CH3:21])=[CH:16][CH:15]=3)[N:3]=2)=[CH:25][CH:24]=1, predict the reactants needed to synthesize it. The reactants are: I[C:2]1[C:6]([C:7]([N:9]([O:11][CH3:12])[CH3:10])=[O:8])=[CH:5][N:4]([CH2:13][C:14]2[CH:19]=[CH:18][C:17]([O:20][CH3:21])=[CH:16][CH:15]=2)[N:3]=1.[F:22][C:23]1[CH:28]=[CH:27][C:26](B(O)O)=[CH:25][CH:24]=1.C(N(C(C)C)C(C)C)C.CCOC(C)=O.